Predict the reaction yield, written as a fraction of the theoretical maximum amount of product (1.0 means a 100% yield; for example, 0.34 means a 34% yield). From a dataset of Reaction yield outcomes from USPTO patents with 853,638 reactions. (1) The reactants are [C:1]([O:5][C:6]([N:8]1[CH2:13][CH:12]([C:14]([NH:16][C@:17]2([C:22]([OH:24])=O)[CH2:19][C@H:18]2[CH:20]=[CH2:21])=[O:15])[C:11]2=[N:25][NH:26][CH:27]=[C:10]2[CH2:9]1)=[O:7])([CH3:4])([CH3:3])[CH3:2].C1N=CN(C(N2C=NC=C2)=O)C=1.[CH:40]1([S:43]([NH2:46])(=[O:45])=[O:44])[CH2:42][CH2:41]1.C1CCN2C(=NCCC2)CC1. The catalyst is ClCCCl.CCOC(C)=O. The product is [CH:40]1([S:43]([NH:46][C:22]([C@@:17]2([NH:16][C:14]([CH:12]3[CH2:13][N:8]([C:6]([O:5][C:1]([CH3:3])([CH3:4])[CH3:2])=[O:7])[CH2:9][C:10]4=[CH:27][NH:26][N:25]=[C:11]34)=[O:15])[CH2:19][C@H:18]2[CH:20]=[CH2:21])=[O:24])(=[O:45])=[O:44])[CH2:42][CH2:41]1. The yield is 0.500. (2) The reactants are [NH2:1][C:2]1[CH:10]=[C:9]([F:11])[CH:8]=[CH:7][C:3]=1[C:4]([OH:6])=[O:5].[CH3:12][Si](C=[N+]=[N-])(C)C.O. The catalyst is CO.C1(C)C=CC=CC=1. The product is [NH2:1][C:2]1[CH:10]=[C:9]([F:11])[CH:8]=[CH:7][C:3]=1[C:4]([O:6][CH3:12])=[O:5]. The yield is 0.950. (3) The reactants are [Cl:1][C:2]1[CH:7]=[CH:6][C:5]([CH:8]2[C:17]3[C:12](=[CH:13][C:14]([C:18]4[N:19]=[N:20][C:21](Cl)=[CH:22][CH:23]=4)=[CH:15][CH:16]=3)[CH:11]([CH3:25])[NH:10][CH2:9]2)=[CH:4][CH:3]=1.NN. The catalyst is C(O)C.[Pd]. The product is [Cl:1][C:2]1[CH:3]=[CH:4][C:5]([CH:8]2[C:17]3[C:12](=[CH:13][C:14]([C:18]4[N:19]=[N:20][CH:21]=[CH:22][CH:23]=4)=[CH:15][CH:16]=3)[CH:11]([CH3:25])[NH:10][CH2:9]2)=[CH:6][CH:7]=1. The yield is 0.570. (4) The reactants are [Cl:1][C:2]1[CH:7]=[CH:6][N:5]=[C:4]2[CH:8]=[C:9]([C:11]3[S:12][CH:13]=[C:14]([C:16]([O:18]C)=[O:17])[N:15]=3)[S:10][C:3]=12.[OH-].[Na+].Cl. The catalyst is CCOC(C)=O.O. The product is [Cl:1][C:2]1[CH:7]=[CH:6][N:5]=[C:4]2[CH:8]=[C:9]([C:11]3[S:12][CH:13]=[C:14]([C:16]([OH:18])=[O:17])[N:15]=3)[S:10][C:3]=12. The yield is 0.980. (5) The reactants are Cl.[CH:2]1([O:6][C:7]2[CH:8]=[C:9]([F:15])[C:10]([F:14])=[C:11]([NH2:13])[CH:12]=2)[CH2:5][CH2:4][CH2:3]1.Cl.[C:17]1(Cl)[C:23](=O)C([Cl:25])=C(Cl)[C:19](=O)[C:18]=1Cl.C(=O)/C=C/C. The catalyst is C(O)CCC.O1CCCC1. The product is [ClH:25].[CH:2]1([O:6][C:7]2[CH:8]=[C:9]([F:15])[C:10]([F:14])=[C:11]3[C:12]=2[CH:23]=[CH:17][C:18]([CH3:19])=[N:13]3)[CH2:3][CH2:4][CH2:5]1. The yield is 0.570. (6) The yield is 0.780. The product is [Br:12][C:13]1[CH:14]=[C:15]([NH:19][NH:20][C:7](=[O:11])[CH:8]([CH3:9])[CH3:10])[CH:16]=[CH:17][CH:18]=1. The catalyst is ClCCl. The reactants are [C:7](O[C:7](=[O:11])[CH:8]([CH3:10])[CH3:9])(=[O:11])[CH:8]([CH3:10])[CH3:9].[Br:12][C:13]1[CH:14]=[C:15]([NH:19][NH2:20])[CH:16]=[CH:17][CH:18]=1.C(N(CC)CC)C. (7) The reactants are [N:1]([CH2:4][CH2:5][CH2:6][C:7]1([C:32]2[CH:37]=[CH:36][CH:35]=[CH:34][CH:33]=2)[N:11]([C:12](=[O:23])[CH:13]([NH:15]C(=O)OC(C)(C)C)[CH3:14])[N:10]=[C:9]([C:24]2[CH:29]=[C:28]([F:30])[CH:27]=[CH:26][C:25]=2[F:31])[S:8]1)=[N+:2]=[N-:3].Cl. The catalyst is CCO. The product is [NH2:15][CH:13]([CH3:14])[C:12]([N:11]1[N:10]=[C:9]([C:24]2[CH:29]=[C:28]([F:30])[CH:27]=[CH:26][C:25]=2[F:31])[S:8][C:7]1([CH2:6][CH2:5][CH2:4][N:1]=[N+:2]=[N-:3])[C:32]1[CH:37]=[CH:36][CH:35]=[CH:34][CH:33]=1)=[O:23]. The yield is 0.950. (8) The reactants are [CH3:1][O:2][C:3](=[O:29])/[CH:4]=[CH:5]/[C:6]1[CH:7]=[CH:8][C:9]2[O:26][C:13]3([CH2:18][CH2:17][N:16]([C:19]([O:21][C:22]([CH3:25])([CH3:24])[CH3:23])=[O:20])[CH2:15][CH2:14]3)[NH:12][C:11](=[O:27])[C:10]=2[CH:28]=1.[H-].[Na+].[CH2:32](Br)[C:33]1[CH:38]=[CH:37][CH:36]=[CH:35][CH:34]=1.[NH4+].[Cl-]. The catalyst is CN(C=O)C.O. The product is [CH3:1][O:2][C:3](=[O:29])/[CH:4]=[CH:5]/[C:6]1[CH:7]=[CH:8][C:9]2[O:26][C:13]3([CH2:18][CH2:17][N:16]([C:19]([O:21][C:22]([CH3:24])([CH3:25])[CH3:23])=[O:20])[CH2:15][CH2:14]3)[N:12]([CH2:32][C:33]3[CH:38]=[CH:37][CH:36]=[CH:35][CH:34]=3)[C:11](=[O:27])[C:10]=2[CH:28]=1. The yield is 0.590. (9) The reactants are [F-].C([N+](CCCC)(CCCC)CCCC)CCC.[Si]([O:26][CH2:27][C:28]1[CH:33]=[C:32]([O:34][CH2:35][O:36][CH3:37])[C:31]([C:38]([O:40][CH3:41])=[O:39])=[C:30]([O:42][CH2:43][O:44][CH3:45])[CH:29]=1)(C(C)(C)C)(C)C.O. The catalyst is O1CCCC1. The product is [CH3:45][O:44][CH2:43][O:42][C:30]1[CH:29]=[C:28]([CH:33]=[C:32]([O:34][CH2:35][O:36][CH3:37])[C:31]=1[C:38]([O:40][CH3:41])=[O:39])[CH2:27][OH:26]. The yield is 0.780.